This data is from Full USPTO retrosynthesis dataset with 1.9M reactions from patents (1976-2016). The task is: Predict the reactants needed to synthesize the given product. (1) Given the product [CH3:37][S:38]([O:19][CH2:18][CH2:17][CH:16]([C:11]1[CH:12]=[CH:13][CH:14]=[CH:15][C:10]=1[O:9][CH2:8][CH2:7][N:4]1[CH2:3][CH2:2][O:1][CH2:6][CH2:5]1)[C:20]1[CH:25]=[CH:24][C:23]([O:26][CH3:27])=[C:22]([O:28][CH3:29])[CH:21]=1)(=[O:40])=[O:39], predict the reactants needed to synthesize it. The reactants are: [O:1]1[CH2:6][CH2:5][N:4]([CH2:7][CH2:8][O:9][C:10]2[CH:15]=[CH:14][CH:13]=[CH:12][C:11]=2[CH:16]([C:20]2[CH:25]=[CH:24][C:23]([O:26][CH3:27])=[C:22]([O:28][CH3:29])[CH:21]=2)[CH2:17][CH2:18][OH:19])[CH2:3][CH2:2]1.C(N(CC)CC)C.[CH3:37][S:38](Cl)(=[O:40])=[O:39]. (2) The reactants are: [F:1][C:2]([F:7])([F:6])[C:3]([OH:5])=[O:4].[F:8][C:9]1[CH:14]=[CH:13][C:12]([N:15]2[C:23]3[C:18](=[C:19]([CH2:24][CH2:25][CH:26]([NH:28]C(=O)OC(C)(C)C)[CH3:27])[CH:20]=[CH:21][CH:22]=3)[CH:17]=[N:16]2)=[CH:11][CH:10]=1. Given the product [F:1][C:2]([F:7])([F:6])[C:3]([OH:5])=[O:4].[F:8][C:9]1[CH:10]=[CH:11][C:12]([N:15]2[C:23]3[C:18](=[C:19]([CH2:24][CH2:25][CH:26]([NH2:28])[CH3:27])[CH:20]=[CH:21][CH:22]=3)[CH:17]=[N:16]2)=[CH:13][CH:14]=1, predict the reactants needed to synthesize it. (3) The reactants are: [N:1]1([C:7]2[CH:12]=[CH:11][C:10]([N:13]3[CH:18]=[CH:17][C:16]4[O:19][CH:20]=[CH:21][C:15]=4[C:14]3=[O:22])=[CH:9][CH:8]=2)[CH2:6][CH2:5][NH:4][CH2:3][CH2:2]1.CC1C=CC(S(O[CH2:34][CH2:35][CH2:36][C:37]2[C:45]3[C:40](=[CH:41][CH:42]=[C:43]([O:46][CH3:47])[CH:44]=3)[NH:39][CH:38]=2)(=O)=O)=CC=1.C(=O)([O-])[O-].[K+].[K+].[I-].[K+]. Given the product [CH3:47][O:46][C:43]1[CH:44]=[C:45]2[C:40](=[CH:41][CH:42]=1)[NH:39][CH:38]=[C:37]2[CH2:36][CH2:35][CH2:34][N:4]1[CH2:5][CH2:6][N:1]([C:7]2[CH:12]=[CH:11][C:10]([N:13]3[CH:18]=[CH:17][C:16]4[O:19][CH:20]=[CH:21][C:15]=4[C:14]3=[O:22])=[CH:9][CH:8]=2)[CH2:2][CH2:3]1, predict the reactants needed to synthesize it. (4) Given the product [CH3:38][S:39]([O-:42])(=[O:41])=[O:40].[NH+:56]1[CH:60]=[CH:59][NH:58][CH:57]=1, predict the reactants needed to synthesize it. The reactants are: C1([Si](OC)(OC)OC)C=CC=CC=1.C(O[Si](OCC)(OCC)OCC)C.C[Si](OCC)(OCC)OCC.[CH3:38][S:39]([O-:42])(=[O:41])=[O:40].C(O[Si](CCC[N+:56]1[CH2:60][CH2:59][N:58](C)[CH:57]=1)(OCC)OCC)C.Cl.C(OCC(O)C)C. (5) Given the product [CH:21]([O:24][CH:25]1[CH2:30][CH2:29][N:28]([C:2]2[N:7]=[C:6]([NH:8][C:9]3[N:14]=[CH:13][C:12]4[N:15]=[CH:16][N:17]([CH:18]([CH3:20])[CH3:19])[C:11]=4[CH:10]=3)[CH:5]=[CH:4][N:3]=2)[CH2:27][CH2:26]1)([CH3:23])[CH3:22], predict the reactants needed to synthesize it. The reactants are: Cl[C:2]1[N:7]=[C:6]([NH:8][C:9]2[N:14]=[CH:13][C:12]3[N:15]=[CH:16][N:17]([CH:18]([CH3:20])[CH3:19])[C:11]=3[CH:10]=2)[CH:5]=[CH:4][N:3]=1.[CH:21]([O:24][CH:25]1[CH2:30][CH2:29][NH:28][CH2:27][CH2:26]1)([CH3:23])[CH3:22].CCN(C(C)C)C(C)C. (6) Given the product [Cl:38][C:28]1[CH:36]=[CH:35][C:31]([CH:12]([C:10]2[N:11]=[C:7]([C:4]3[CH:5]=[CH:6][N:1]=[CH:2][CH:3]=3)[S:8][C:9]=2[C:14]2[N:18]=[CH:17][N:16]([CH2:19][O:20][CH2:21][CH2:22][Si:23]([CH3:26])([CH3:25])[CH3:24])[N:15]=2)[OH:13])=[CH:30][CH:29]=1, predict the reactants needed to synthesize it. The reactants are: [N:1]1[CH:6]=[CH:5][C:4]([C:7]2[S:8][C:9]([C:14]3[N:18]=[CH:17][N:16]([CH2:19][O:20][CH2:21][CH2:22][Si:23]([CH3:26])([CH3:25])[CH3:24])[N:15]=3)=[C:10]([CH:12]=[O:13])[N:11]=2)=[CH:3][CH:2]=1.O1[CH2:31][CH2:30][CH2:29][CH2:28]1.CCO[CH2:35][CH3:36].[NH4+].[Cl-:38]. (7) Given the product [CH2:1]([O:3][C:4]([C@@:6]12[CH2:24][C@H:23]1[CH:22]=[CH:21][CH2:20][CH2:19][CH2:18][CH2:17][CH2:16][C@H:15]([NH:25][C:26]([O:28][CH:29]1[CH2:33][CH2:32][CH2:31][CH2:30]1)=[O:27])[C:14](=[O:34])[N:13]1[C@@H:9]([CH2:10][C@@H:11]([O:35][C:36]3[C:45]4[C:40](=[CH:41][C:42]([O:46][CH3:47])=[CH:43][CH:44]=4)[N:39]=[C:38]([C:48]4[N:49]=[C:50]([N:53]([C:66]([O:68][C:69]([CH3:72])([CH3:71])[CH3:70])=[O:65])[CH:54]([CH3:56])[CH3:55])[S:51][CH:52]=4)[CH:37]=3)[CH2:12]1)[C:8](=[O:57])[NH:7]2)=[O:5])[CH3:2], predict the reactants needed to synthesize it. The reactants are: [CH2:1]([O:3][C:4]([C@@:6]12[CH2:24][C@H:23]1[CH:22]=[CH:21][CH2:20][CH2:19][CH2:18][CH2:17][CH2:16][C@H:15]([NH:25][C:26]([O:28][CH:29]1[CH2:33][CH2:32][CH2:31][CH2:30]1)=[O:27])[C:14](=[O:34])[N:13]1[C@@H:9]([CH2:10][C@@H:11]([O:35][C:36]3[C:45]4[C:40](=[CH:41][C:42]([O:46][CH3:47])=[CH:43][CH:44]=4)[N:39]=[C:38]([C:48]4[N:49]=[C:50]([NH:53][CH:54]([CH3:56])[CH3:55])[S:51][CH:52]=4)[CH:37]=3)[CH2:12]1)[C:8](=[O:57])[NH:7]2)=[O:5])[CH3:2].CCN(CC)CC.[O:65](C(OC(C)(C)C)=O)[C:66]([O:68][C:69]([CH3:72])([CH3:71])[CH3:70])=O. (8) The reactants are: [Br:1][C:2]1[C:3]([Cl:12])=[N:4][CH:5]=[C:6]([CH:11]=1)[C:7](OC)=[O:8].[NH2:13][NH2:14]. Given the product [Br:1][C:2]1[C:3]([Cl:12])=[N:4][CH:5]=[C:6]([CH:11]=1)[C:7]([NH:13][NH2:14])=[O:8], predict the reactants needed to synthesize it.